Dataset: Catalyst prediction with 721,799 reactions and 888 catalyst types from USPTO. Task: Predict which catalyst facilitates the given reaction. (1) Reactant: [Cl:1][C:2]1[N:3]=[N:4][C:5]([Cl:11])=[CH:6][C:7]=1[C:8](Cl)=[O:9].[CH3:12][NH2:13]. Product: [Cl:1][C:2]1[N:3]=[N:4][C:5]([Cl:11])=[CH:6][C:7]=1[C:8]([NH:13][CH3:12])=[O:9]. The catalyst class is: 34. (2) Reactant: [CH2:1]([O:8][C@@H:9]1[C@@H:14]([O:15][CH2:16][C:17]2[CH:22]=[CH:21][CH:20]=[CH:19][CH:18]=2)[C@H:13]([O:23][CH2:24][C:25]2[CH:30]=[CH:29][CH:28]=[CH:27][CH:26]=2)[C@@H:12]([O:31][CH2:32][C:33]2[CH:38]=[CH:37][CH:36]=[CH:35][CH:34]=2)[CH2:11][C@@H:10]1[NH2:39])[C:2]1[CH:7]=[CH:6][CH:5]=[CH:4][CH:3]=1.[CH3:40][C:41]1([CH3:75])[O:45][C@@H:44]([CH:46]2[CH2:48][N@@:47]2[S:49]([C:52]2[CH:57]=[CH:56][CH:55]=[CH:54][C:53]=2[N+:58]([O-:60])=[O:59])(=[O:51])=[O:50])[C@@H:43]([CH2:61][CH2:62][CH2:63][CH2:64][CH2:65][CH2:66][CH2:67][CH2:68][CH2:69][CH2:70][CH2:71][CH2:72][CH2:73][CH3:74])[O:42]1. Product: [CH3:75][C:41]1([CH3:40])[O:45][C@@H:44]([C@@H:46]([NH:47][S:49]([C:52]2[CH:57]=[CH:56][CH:55]=[CH:54][C:53]=2[N+:58]([O-:60])=[O:59])(=[O:50])=[O:51])[CH2:48][NH:39][C@H:10]2[CH2:11][C@H:12]([O:31][CH2:32][C:33]3[CH:34]=[CH:35][CH:36]=[CH:37][CH:38]=3)[C@@H:13]([O:23][CH2:24][C:25]3[CH:26]=[CH:27][CH:28]=[CH:29][CH:30]=3)[C@H:14]([O:15][CH2:16][C:17]3[CH:22]=[CH:21][CH:20]=[CH:19][CH:18]=3)[C@H:9]2[O:8][CH2:1][C:2]2[CH:7]=[CH:6][CH:5]=[CH:4][CH:3]=2)[C@@H:43]([CH2:61][CH2:62][CH2:63][CH2:64][CH2:65][CH2:66][CH2:67][CH2:68][CH2:69][CH2:70][CH2:71][CH2:72][CH2:73][CH3:74])[O:42]1. The catalyst class is: 23.